From a dataset of Catalyst prediction with 721,799 reactions and 888 catalyst types from USPTO. Predict which catalyst facilitates the given reaction. (1) Reactant: [CH2:1]([C:3]1[CH:8]=[C:7]([CH3:9])[CH:6]=[C:5]([CH2:10][CH3:11])[C:4]=1[C:12]1[C:13](=[O:30])[N:14]([CH3:29])[N:15]=[C:16]([CH3:28])[C:17]=1S(C1C=CC(C)=CC=1)(=O)=O)[CH3:2].[OH-:31].[Na+]. The catalyst class is: 596. Product: [CH2:1]([C:3]1[CH:8]=[C:7]([CH3:9])[CH:6]=[C:5]([CH2:10][CH3:11])[C:4]=1[C:12]1[C:13](=[O:30])[N:14]([CH3:29])[N:15]=[C:16]([CH3:28])[C:17]=1[OH:31])[CH3:2]. (2) Reactant: C1(C)C=CC(S(O)(=O)=O)=CC=1.[CH2:12]([O:19][C:20](=[O:34])[C@H:21]([CH2:23][C:24](OCC1C=CC=CC=1)=[O:25])[NH2:22])[C:13]1[CH:18]=[CH:17][CH:16]=[CH:15][CH:14]=1.C(N(CC)CC)C.C([Mg]Cl)(C)(C)C.C(Cl)Cl. Product: [CH2:12]([O:19][C:20]([C@H:21]1[NH:22][C:24](=[O:25])[CH2:23]1)=[O:34])[C:13]1[CH:18]=[CH:17][CH:16]=[CH:15][CH:14]=1. The catalyst class is: 27.